Dataset: Forward reaction prediction with 1.9M reactions from USPTO patents (1976-2016). Task: Predict the product of the given reaction. (1) Given the reactants ClC1N=C(C2SC(C(C)C)=NC=2C2C=C(NS(C3C(F)=CC=CC=3F)(=O)=O)C=CC=2)C=CN=1.[CH3:34][C:35]([C:38]1[S:39][C:40]([C:51]2[CH:56]=[CH:55][N:54]=[CH:53][N:52]=2)=[C:41]([C:43]2[C:44]([F:50])=[C:45]([CH:47]=[CH:48][CH:49]=2)[NH2:46])[N:42]=1)([CH3:37])[CH3:36].[F:57][C:58]1[CH:59]=[C:60]([S:64](Cl)(=[O:66])=[O:65])[CH:61]=[CH:62][CH:63]=1, predict the reaction product. The product is: [CH3:37][C:35]([C:38]1[S:39][C:40]([C:51]2[CH:56]=[CH:55][N:54]=[CH:53][N:52]=2)=[C:41]([C:43]2[C:44]([F:50])=[C:45]([NH:46][S:64]([C:60]3[CH:61]=[CH:62][CH:63]=[C:58]([F:57])[CH:59]=3)(=[O:66])=[O:65])[CH:47]=[CH:48][CH:49]=2)[N:42]=1)([CH3:34])[CH3:36]. (2) The product is: [Br:1][C:2]1[CH:3]=[C:4]2[C:5](=[CH:8][CH:9]=1)[C:14](=[O:17])[NH:12][CH:11]=[CH:10]2. Given the reactants [Br:1][C:2]1[CH:9]=[CH:8][C:5](C#N)=[C:4](/[CH:10]=[CH:11]/[N:12]([CH3:14])C)[CH:3]=1.C(O)(=[O:17])C, predict the reaction product. (3) Given the reactants [Br:1][C:2]1[CH2:8][CH2:7][CH2:6][CH2:5][CH2:4][CH:3]=1.[CH:9](Br)([Br:11])[Br:10].[OH-].[K+], predict the reaction product. The product is: [Br:1][C:2]12[C:9]([Br:11])([Br:10])[CH:8]1[CH2:7][CH2:6][CH2:5][CH2:4][CH2:3]2. (4) Given the reactants [CH3:1][C:2]1[NH:3][C:4](=[O:26])[C:5]([CH2:11][C:12]2[CH:17]=[CH:16][C:15]([C:18]3[C:19]([C:24]#[N:25])=[CH:20][CH:21]=[CH:22][CH:23]=3)=[CH:14][CH:13]=2)=[C:6]([CH2:8][CH2:9][CH3:10])[N:7]=1.[CH3:27][N:28]([CH3:40])[C:29]([C:31]1[CH:36]=[CH:35][C:34](B(O)O)=[CH:33][CH:32]=1)=[O:30].C(N(CC)CC)C.N1C=CC=CC=1, predict the reaction product. The product is: [C:24]([C:19]1[CH:20]=[CH:21][CH:22]=[CH:23][C:18]=1[C:15]1[CH:16]=[CH:17][C:12]([CH2:11][C:5]2[C:4](=[O:26])[N:3]([C:34]3[CH:35]=[CH:36][C:31]([C:29]([N:28]([CH3:40])[CH3:27])=[O:30])=[CH:32][CH:33]=3)[C:2]([CH3:1])=[N:7][C:6]=2[CH2:8][CH2:9][CH3:10])=[CH:13][CH:14]=1)#[N:25]. (5) Given the reactants [CH3:1][C:2]1([CH3:14])[C:10]2[C:5](=[CH:6][C:7]([N+:11]([O-:13])=[O:12])=[CH:8][CH:9]=2)[NH:4][CH2:3]1.I[CH3:16], predict the reaction product. The product is: [CH3:16][N:4]1[C:5]2[C:10](=[CH:9][CH:8]=[C:7]([N+:11]([O-:13])=[O:12])[CH:6]=2)[C:2]([CH3:14])([CH3:1])[CH2:3]1. (6) Given the reactants C(OP([CH2:8][C:9]([O:11]CC)=[O:10])OCC)C.[H-].[Na+].[Br:16][C:17]1[CH:18]=[C:19]([C:22](=O)[CH3:23])[S:20][CH:21]=1, predict the reaction product. The product is: [Br:16][C:17]1[CH:18]=[C:19]([C:22]([CH3:23])=[CH:8][C:9]([OH:11])=[O:10])[S:20][CH:21]=1.